Dataset: Forward reaction prediction with 1.9M reactions from USPTO patents (1976-2016). Task: Predict the product of the given reaction. (1) Given the reactants [B:1]([O:10][CH:11]([CH3:13])[CH3:12])([O:6][CH:7]([CH3:9])[CH3:8])OC(C)C.[Br:14][CH2:15]Br.C([Li])CCC.CS(O)(=O)=O.OC(C(O)(C)C)(C)C, predict the reaction product. The product is: [Br:14][CH2:15][B:1]1[O:6][C:7]([CH3:8])([CH3:9])[C:11]([CH3:12])([CH3:13])[O:10]1. (2) Given the reactants [CH3:1][C:2]1([CH3:15])[O:6][C@H:5]([C@H:7]2[O:12]C(=O)[C@@H](O)[C@H]2O)[CH2:4][O:3]1.I([O-])(=O)(=O)=O.[Na+].[OH-].[Na+], predict the reaction product. The product is: [CH3:1][C:2]1([CH3:15])[O:6][C@H:5]([CH2:7][OH:12])[CH2:4][O:3]1. (3) Given the reactants [CH3:1][C:2]([CH3:29])([CH2:6][O:7][C:8]1[CH:13]=[CH:12][C:11]([C:14]2[CH:19]=[CH:18][C:17]([C:20]3[NH:21][C:22]([C:25]([F:28])([F:27])[F:26])=[CH:23][N:24]=3)=[CH:16][N:15]=2)=[CH:10][CH:9]=1)[C:3]([OH:5])=[O:4].[OH-].[Na+:31], predict the reaction product. The product is: [CH3:1][C:2]([CH3:29])([CH2:6][O:7][C:8]1[CH:13]=[CH:12][C:11]([C:14]2[CH:19]=[CH:18][C:17]([C:20]3[NH:21][C:22]([C:25]([F:28])([F:26])[F:27])=[CH:23][N:24]=3)=[CH:16][N:15]=2)=[CH:10][CH:9]=1)[C:3]([O-:5])=[O:4].[Na+:31].